From a dataset of Catalyst prediction with 721,799 reactions and 888 catalyst types from USPTO. Predict which catalyst facilitates the given reaction. (1) Reactant: [CH2:1]([N:3]([C@H:28]1[CH2:33][CH2:32][C@H:31]([OH:34])[CH2:30][CH2:29]1)[C:4]1[C:19]2[CH2:18][CH:17]=[CH:16][CH2:15][CH2:14][C:13]3[CH:20]=[C:21]([CH3:26])[N:22]=[C:23]([O:24]C)[C:12]=3[CH2:11][NH:10][C:9](=[O:27])[C:8]=2[CH:7]=[CH:6][CH:5]=1)[CH3:2].Cl. Product: [CH2:1]([N:3]([C@H:28]1[CH2:33][CH2:32][C@H:31]([OH:34])[CH2:30][CH2:29]1)[C:4]1[C:19]2[CH2:18][CH:17]=[CH:16][CH2:15][CH2:14][C:13]3[CH:20]=[C:21]([CH3:26])[NH:22][C:23](=[O:24])[C:12]=3[CH2:11][NH:10][C:9](=[O:27])[C:8]=2[CH:7]=[CH:6][CH:5]=1)[CH3:2]. The catalyst class is: 5. (2) Reactant: [F:1][C:2]1[C:3]([CH:8](C(OCC)=O)[C:9]([O:11][CH2:12][CH3:13])=[O:10])=[N:4][CH:5]=[CH:6][CH:7]=1.[Cl-].[Na+].O. Product: [F:1][C:2]1[C:3]([CH2:8][C:9]([O:11][CH2:12][CH3:13])=[O:10])=[N:4][CH:5]=[CH:6][CH:7]=1. The catalyst class is: 197. (3) Reactant: CC1C=C(C)N=C(OCC(O)=O)N=1.C(N1CCC(NC)CC1)C1C=CC=CC=1.[CH2:29]([N:36]1[CH2:41][CH2:40][CH:39]([N:42]([CH3:55])[C:43](=[O:54])[CH2:44][O:45][C:46]2[N:51]=[C:50]([CH3:52])[CH:49]=[C:48]([CH3:53])[N:47]=2)[CH2:38][CH2:37]1)[C:30]1[CH:35]=[CH:34][CH:33]=[CH:32][CH:31]=1.[ClH:56].C(OCC)(=O)C. Product: [CH2:29]([N:36]1[CH2:41][CH2:40][CH:39]([N:42]([CH3:55])[C:43](=[O:54])[CH2:44][O:45][C:46]2[N:51]=[C:50]([CH3:52])[CH:49]=[C:48]([CH3:53])[N:47]=2)[CH2:38][CH2:37]1)[C:30]1[CH:31]=[CH:32][CH:33]=[CH:34][CH:35]=1.[ClH:56].[CH2:29]([N:36]1[CH2:41][CH2:40][CH:39]([N:42]([CH3:55])[C:43](=[O:54])[CH2:44][O:45][C:46]2[N:51]=[C:50]([CH3:52])[CH:49]=[C:48]([CH3:53])[N:47]=2)[CH2:38][CH2:37]1)[C:30]1[CH:31]=[CH:32][CH:33]=[CH:34][CH:35]=1. The catalyst class is: 5.